Dataset: Reaction yield outcomes from USPTO patents with 853,638 reactions. Task: Predict the reaction yield, written as a fraction of the theoretical maximum amount of product (1.0 means a 100% yield; for example, 0.34 means a 34% yield). (1) The reactants are [F:1][C:2]1[CH:21]=[CH:20][C:5]([O:6][C:7]2[CH:8]=[C:9]([CH:13]=[C:14]([C:16]([O:18][CH3:19])=[O:17])[CH:15]=2)[C:10]([OH:12])=O)=[CH:4][CH:3]=1.CCN=C=NCCCN(C)C.Cl.C1C=CC2N(O)N=NC=2C=1.O.[F:45][C:46]1[CH:51]=[CH:50][C:49]([CH2:52][NH2:53])=[CH:48][CH:47]=1.C([O-])(O)=O.[Na+]. The catalyst is CN(C=O)C.C(Cl)Cl.CCOC(C)=O. The product is [F:45][C:46]1[CH:51]=[CH:50][C:49]([CH2:52][NH:53][C:10]([C:9]2[CH:13]=[C:14]([CH:15]=[C:7]([O:6][C:5]3[CH:4]=[CH:3][C:2]([F:1])=[CH:21][CH:20]=3)[CH:8]=2)[C:16]([O:18][CH3:19])=[O:17])=[O:12])=[CH:48][CH:47]=1. The yield is 0.900. (2) The reactants are Cl.Cl.[CH2:3]1[C:12]2[C:7](=[CH:8][CH:9]=[N:10][CH:11]=2)[CH2:6][CH2:5][N:4]1[C:13]1[CH:19]=[CH:18][C:16]([NH2:17])=[CH:15][CH:14]=1.[C:20]1([N:26]=[C:27]=[O:28])[CH:25]=[CH:24][CH:23]=[CH:22][CH:21]=1. No catalyst specified. The product is [CH2:3]1[C:12]2[C:7](=[CH:8][CH:9]=[N:10][CH:11]=2)[CH2:6][CH2:5][N:4]1[C:13]1[CH:19]=[CH:18][C:16]([NH:17][C:27]([NH:26][C:20]2[CH:25]=[CH:24][CH:23]=[CH:22][CH:21]=2)=[O:28])=[CH:15][CH:14]=1. The yield is 0.600. (3) The reactants are [CH2:1]([O:8][C@H:9]([CH3:13])[C@H:10]([OH:12])[CH3:11])[C:2]1[CH:7]=[CH:6][CH:5]=[CH:4][CH:3]=1.[H-].[Na+].[Cl:16][C:17]1[N:22]=[C:21](Cl)[C:20]([I:24])=[CH:19][N:18]=1.[Cl-].[Na+]. The catalyst is C(OCC)C.C(#N)C. The product is [CH2:1]([O:8][C@H:9]([CH3:13])[C@@H:10]([CH3:11])[O:12][C:19]1[C:20]([I:24])=[CH:21][N:22]=[C:17]([Cl:16])[N:18]=1)[C:2]1[CH:7]=[CH:6][CH:5]=[CH:4][CH:3]=1. The yield is 0.410.